Dataset: Full USPTO retrosynthesis dataset with 1.9M reactions from patents (1976-2016). Task: Predict the reactants needed to synthesize the given product. Given the product [C:32]([N:23]1[C:24]2[C:29](=[CH:28][C:27]([C:30]3[N:3]=[N:2][N:1]([CH2:4][CH2:5][OH:6])[CH:31]=3)=[CH:26][CH:25]=2)[C@H:20]([NH:16][C:17](=[O:19])[O:18][C:27]([CH3:30])([CH3:28])[CH3:26])[CH2:21][C@@H:22]1[CH3:35])(=[O:34])[CH3:33], predict the reactants needed to synthesize it. The reactants are: [N:1]([CH2:4][CH2:5][OH:6])=[N+:2]=[N-:3].CN(C)C=O.CC([N:16]([C@H:20]1[C:29]2[C:24](=[CH:25][CH:26]=[C:27]([C:30]#[CH:31])[CH:28]=2)[N:23]([C:32](=[O:34])[CH3:33])[C@@H:22]([CH3:35])[CH2:21]1)[C:17](=[O:19])[O-:18])(C)C.